Regression. Given two drug SMILES strings and cell line genomic features, predict the synergy score measuring deviation from expected non-interaction effect. From a dataset of NCI-60 drug combinations with 297,098 pairs across 59 cell lines. Drug 1: C1CC(=O)NC(=O)C1N2CC3=C(C2=O)C=CC=C3N. Drug 2: CC12CCC3C(C1CCC2OP(=O)(O)O)CCC4=C3C=CC(=C4)OC(=O)N(CCCl)CCCl.[Na+]. Cell line: T-47D. Synergy scores: CSS=-7.14, Synergy_ZIP=-2.03, Synergy_Bliss=-10.0, Synergy_Loewe=-11.1, Synergy_HSA=-11.1.